This data is from TCR-epitope binding with 47,182 pairs between 192 epitopes and 23,139 TCRs. The task is: Binary Classification. Given a T-cell receptor sequence (or CDR3 region) and an epitope sequence, predict whether binding occurs between them. The epitope is QVPLRPMTYK. The TCR CDR3 sequence is CASSGGLPEGYTF. Result: 0 (the TCR does not bind to the epitope).